From a dataset of Forward reaction prediction with 1.9M reactions from USPTO patents (1976-2016). Predict the product of the given reaction. Given the reactants C([O:3][C:4](=O)[C:5]1[CH:10]=[C:9]([CH3:11])[CH:8]=[N:7][C:6]=1[Br:12])C.[H-].[H-].[H-].[H-].[Li+].[Al+3].CCOC(C)=O.O, predict the reaction product. The product is: [Br:12][C:6]1[C:5]([CH2:4][OH:3])=[CH:10][C:9]([CH3:11])=[CH:8][N:7]=1.